This data is from Forward reaction prediction with 1.9M reactions from USPTO patents (1976-2016). The task is: Predict the product of the given reaction. Given the reactants [CH3:1][N:2]1[C:6]([C:7](OC)=[O:8])=[CH:5][C:4]([O:11][CH2:12][C:13]2[C:14]([CH3:28])=[N:15][N:16]([C:18]3[CH:23]=[CH:22][C:21]([C:24]([F:27])([F:26])[F:25])=[CH:20][N:19]=3)[CH:17]=2)=[N:3]1.[H-].C([Al+]CC(C)C)C(C)C.Cl, predict the reaction product. The product is: [CH3:1][N:2]1[C:6]([CH2:7][OH:8])=[CH:5][C:4]([O:11][CH2:12][C:13]2[C:14]([CH3:28])=[N:15][N:16]([C:18]3[CH:23]=[CH:22][C:21]([C:24]([F:27])([F:25])[F:26])=[CH:20][N:19]=3)[CH:17]=2)=[N:3]1.